Dataset: Forward reaction prediction with 1.9M reactions from USPTO patents (1976-2016). Task: Predict the product of the given reaction. (1) Given the reactants [Br:1][C:2]1[N:7]=[C:6]([CH2:8][N:9]2[CH2:14][CH2:13][S:12](=[O:16])(=[O:15])[CH2:11][CH2:10]2)[CH:5]=[CH:4][CH:3]=1.N1([CH2:26][OH:27])C2C=CC=CC=2N=N1.[Li+].CC([N-]C(C)C)C, predict the reaction product. The product is: [Br:1][C:2]1[N:7]=[C:6]([CH:8]([N:9]2[CH2:10][CH2:11][S:12](=[O:15])(=[O:16])[CH2:13][CH2:14]2)[CH2:26][OH:27])[CH:5]=[CH:4][CH:3]=1. (2) Given the reactants [CH:1]1([C:7]2[CH:12]=[CH:11][C:10]([NH:13][C:14](=[O:16])[CH3:15])=[CH:9][C:8]=2[N+:17]([O-])=O)[CH2:6][CH2:5][CH2:4][CH2:3][CH2:2]1.C([O-])=O.[NH4+], predict the reaction product. The product is: [NH2:17][C:8]1[CH:9]=[C:10]([NH:13][C:14](=[O:16])[CH3:15])[CH:11]=[CH:12][C:7]=1[CH:1]1[CH2:6][CH2:5][CH2:4][CH2:3][CH2:2]1. (3) Given the reactants [C:1]12([CH2:11][C:12]([NH:14][C:15]3[CH:24]=[CH:23][CH:22]=[C:21]4[C:16]=3[CH2:17][CH2:18][O:19][C:20]4=O)=[O:13])[CH2:10][CH:5]3[CH2:6][CH:7]([CH2:9][CH:3]([CH2:4]3)[CH2:2]1)[CH2:8]2.[F:26][C:27]1[CH:34]=[C:33]([F:35])[CH:32]=[CH:31][C:28]=1[CH2:29][NH2:30], predict the reaction product. The product is: [C:1]12([CH2:11][C:12]([NH:14][C:15]3[CH:24]=[CH:23][CH:22]=[C:21]4[C:16]=3[CH2:17][CH2:18][N:30]([CH2:29][C:28]3[CH:31]=[CH:32][C:33]([F:35])=[CH:34][C:27]=3[F:26])[C:20]4=[O:19])=[O:13])[CH2:10][CH:5]3[CH2:6][CH:7]([CH2:9][CH:3]([CH2:4]3)[CH2:2]1)[CH2:8]2. (4) Given the reactants [C:1]([CH2:3][C:4]1[CH:9]=[CH:8][CH:7]=[CH:6][C:5]=1[C:10]1[CH:15]=[CH:14][C:13]([C:16]([N:18]2[C:24]3[CH:25]=[CH:26][CH:27]=[CH:28][C:23]=3[CH2:22][N:21]3[C:29]([C:32]([NH:34][CH2:35][C:36]4[CH:37]=[N:38][CH:39]=[CH:40][CH:41]=4)=[O:33])=[CH:30][CH:31]=[C:20]3[CH2:19]2)=[O:17])=[CH:12][CH:11]=1)#[N:2].[N-:42]=[N+:43]=[N-:44].[Na+].[Cl-].[NH4+].O, predict the reaction product. The product is: [N:38]1[CH:39]=[CH:40][CH:41]=[C:36]([CH2:35][NH:34][C:32]([C:29]2[N:21]3[C:20]([CH2:19][N:18]([C:16]([C:13]4[CH:12]=[CH:11][C:10]([C:5]5[CH:6]=[CH:7][CH:8]=[CH:9][C:4]=5[CH2:3][C:1]5[NH:44][N:43]=[N:42][N:2]=5)=[CH:15][CH:14]=4)=[O:17])[C:24]4[CH:25]=[CH:26][CH:27]=[CH:28][C:23]=4[CH2:22]3)=[CH:31][CH:30]=2)=[O:33])[CH:37]=1. (5) Given the reactants [NH2:1][C:2]1[S:3][CH:4]=[CH:5][N:6]=1.[C:7]([O:11][C:12]([NH:14][C:15]1[CH:20]=[CH:19][CH:18]=[CH:17][C:16]=1[NH:21][C:22](=[O:40])[C:23]1[CH:28]=[CH:27][C:26]([CH2:29][NH:30][CH2:31]CCN2CCOCC2)=[CH:25][CH:24]=1)=[O:13])([CH3:10])([CH3:9])[CH3:8].[OH2:41].[CH2:42]1[CH2:46][O:45][CH2:44][CH2:43]1, predict the reaction product. The product is: [C:7]([O:11][C:12]([NH:14][C:15]1[CH:20]=[CH:19][CH:18]=[CH:17][C:16]=1[NH:21][C:22](=[O:40])[C:23]1[CH:24]=[CH:25][C:26]([CH:29]([NH:30][C:31]([NH:1][C:2]2[S:3][CH:4]=[CH:5][N:6]=2)=[O:41])[CH2:17][CH2:16][CH2:15][N:14]2[CH2:42][CH2:46][O:45][CH2:44][CH2:43]2)=[CH:27][CH:28]=1)=[O:13])([CH3:10])([CH3:8])[CH3:9]. (6) Given the reactants Cl.[NH2:2][C:3]1([CH3:11])[CH2:9][CH2:8][C:7](=[O:10])[NH:6][C:4]1=[O:5].[N+:12]([C:15]1[CH:25]=[CH:24][CH:23]=[C:17]2[C:18]([O:20][C:21](=O)[C:16]=12)=[O:19])([O-:14])=[O:13].C([O-])(=O)C.[Na+], predict the reaction product. The product is: [N+:12]([C:15]1[CH:25]=[CH:24][CH:23]=[C:17]2[C:18]([N:2]([C:3]3([CH3:11])[CH2:9][CH2:8][C:7](=[O:10])[NH:6][C:4]3=[O:5])[C:21](=[O:20])[C:16]=12)=[O:19])([O-:14])=[O:13]. (7) Given the reactants [NH2:1][C@@H:2]([CH2:6][CH2:7][C@H:8]([NH2:30])[CH2:9][C@@H:10]1[C@@H:14]([O:15]CC#C)[C@@H:13]([OH:19])[C@H:12]([N:20]2[CH:28]=[N:27][C:26]3[C:21]2=[N:22][CH:23]=[N:24][C:25]=3[NH2:29])[O:11]1)[C:3]([OH:5])=[O:4].O=C1O[C@H]([C@H](CO)O)C([O-])=C1O.[Na+].[N-]=[N+]=[N-].C(#N)C.O.C(O)(C(F)(F)F)=O, predict the reaction product. The product is: [CH:23]1[N:24]=[C:25]([NH2:29])[C:26]2[N:27]=[CH:28][N:20]([C@@H:12]3[O:11][C@H:10]([CH2:9][C@@H:8]([NH2:30])[CH2:7][CH2:6][C@H:2]([NH2:1])[C:3]([OH:5])=[O:4])[C@@H:14]([OH:15])[C@H:13]3[OH:19])[C:21]=2[N:22]=1. (8) Given the reactants [OH:1][C:2]1[N:6]([CH3:7])[N:5]=[C:4]([C:8]([F:11])([F:10])[F:9])[C:3]=1[CH:12]=[O:13].Cl.Cl[CH2:16][C:17]1[C:18]([C:23]2[N:27]([CH2:28][C:29]([F:32])([F:31])[F:30])[N:26]=[CH:25][CH:24]=2)=[N:19][CH:20]=[CH:21][CH:22]=1.C(=O)([O-])[O-].[K+].[K+].O, predict the reaction product. The product is: [CH3:7][N:6]1[C:2]([O:1][CH2:16][C:17]2[C:18]([C:23]3[N:27]([CH2:28][C:29]([F:32])([F:30])[F:31])[N:26]=[CH:25][CH:24]=3)=[N:19][CH:20]=[CH:21][CH:22]=2)=[C:3]([CH:12]=[O:13])[C:4]([C:8]([F:11])([F:10])[F:9])=[N:5]1.